Dataset: CYP2C9 inhibition data for predicting drug metabolism from PubChem BioAssay. Task: Regression/Classification. Given a drug SMILES string, predict its absorption, distribution, metabolism, or excretion properties. Task type varies by dataset: regression for continuous measurements (e.g., permeability, clearance, half-life) or binary classification for categorical outcomes (e.g., BBB penetration, CYP inhibition). Dataset: cyp2c9_veith. (1) The molecule is Cc1ccc(-c2nc(-c3nccc4ccccc34)oc2-c2ccccc2)cc1. The result is 0 (non-inhibitor). (2) The molecule is Cc1c2oc3c(C)ccc(C(=O)N[C@@H]4C(=O)N[C@@H](C(C)C)C(=O)N5CCC[C@@H]5C(=O)N(C)CC(=O)N(C)[C@@H](C(C)C)C(=O)O[C@H]4C)c3nc-2c(C(=O)N[C@@H]2C(=O)N[C@@H](C(C)C)C(=O)N3CCC[C@@H]3C(=O)N(C)CC(=O)N(C)[C@@H](C(C)C)C(=O)O[C@H]2C)c(N)c1=O. The result is 0 (non-inhibitor). (3) The molecule is COc1ccc(-c2nc3cnc(N4CCOCC4)nc3n(C)c2=O)cc1. The result is 0 (non-inhibitor). (4) The compound is CC(C)(C)NCC[C@@H](O)c1cc(C(F)(F)F)nc2c(C(F)(F)F)cccc12.O=P(O)(O)O. The result is 0 (non-inhibitor). (5) The compound is Cc1ccc(Nc2nc(-c3sc(NC(=O)c4cccc(Cl)c4)nc3C)cs2)cc1. The result is 0 (non-inhibitor).